The task is: Predict which catalyst facilitates the given reaction.. This data is from Catalyst prediction with 721,799 reactions and 888 catalyst types from USPTO. (1) Reactant: [CH3:1][CH:2]1[CH2:7][CH2:6][CH2:5][NH:4][CH2:3]1.Cl[C:9]1[CH:14]=[CH:13][CH:12]=[CH:11][C:10]=1[N+:15]([O-:17])=[O:16].C(N(C(C)C)CC)(C)C.C(OCC)(=O)C.CCCCCC. Product: [CH3:1][CH:2]1[CH2:7][CH2:6][CH2:5][N:4]([C:9]2[CH:14]=[CH:13][CH:12]=[CH:11][C:10]=2[N+:15]([O-:17])=[O:16])[CH2:3]1. The catalyst class is: 58. (2) Reactant: Br[C:2]1[C:3](=[O:32])[N:4]([CH2:24][CH2:25][C:26]2[CH:31]=[CH:30][CH:29]=[CH:28][CH:27]=2)[C:5]([C:9]2[CH:14]=[CH:13][CH:12]=[C:11]([F:15])[C:10]=2[O:16]CC2C=CC=CC=2)=[N:6][C:7]=1[CH3:8].[F-].[Cs+].C([Sn](CCCC)(CCCC)[C:40]1[S:41][CH:42]=[CH:43][CH:44]=1)CCC. Product: [F:15][C:11]1[C:10]([OH:16])=[C:9]([C:5]2[N:4]([CH2:24][CH2:25][C:26]3[CH:31]=[CH:30][CH:29]=[CH:28][CH:27]=3)[C:3](=[O:32])[C:2]([C:40]3[S:41][CH:42]=[CH:43][CH:44]=3)=[C:7]([CH3:8])[N:6]=2)[CH:14]=[CH:13][CH:12]=1. The catalyst class is: 12.